From a dataset of Forward reaction prediction with 1.9M reactions from USPTO patents (1976-2016). Predict the product of the given reaction. (1) Given the reactants CCN(C(C)C)C(C)C.[Br:10][C:11]1[CH:12]=[C:13]2[C:18](Cl)=[C:17]([C:20]([NH2:22])=[O:21])[CH:16]=[N:15][N:14]2[CH:23]=1.[NH2:24][C@@H:25]1[CH2:29][CH2:28][C@:27]([CH3:34])([C:30]([O:32][CH3:33])=[O:31])[C:26]1([CH3:36])[CH3:35], predict the reaction product. The product is: [Br:10][C:11]1[CH:12]=[C:13]2[C:18]([NH:24][C@@H:25]3[CH2:29][CH2:28][C@:27]([CH3:34])([C:30]([O:32][CH3:33])=[O:31])[C:26]3([CH3:36])[CH3:35])=[C:17]([C:20](=[O:21])[NH2:22])[CH:16]=[N:15][N:14]2[CH:23]=1. (2) The product is: [CH3:31][N:32]1[C:38]([CH3:40])([CH3:39])[C:36](=[O:37])[N:35]([CH2:24][C:21]2[CH:22]=[CH:23][C:18]([C:16]([C:3]3[C:2]([CH3:1])=[CH:11][C:10]4[C:9]([CH3:13])([CH3:12])[CH2:8][CH2:7][C:6]([CH3:15])([CH3:14])[C:5]=4[CH:4]=3)=[CH2:17])=[CH:19][CH:20]=2)[C:33]1=[O:34]. Given the reactants [CH3:1][C:2]1[C:3]([C:16]([C:18]2[CH:23]=[CH:22][C:21]([CH2:24]O)=[CH:20][CH:19]=2)=[CH2:17])=[CH:4][C:5]2[C:6]([CH3:15])([CH3:14])[CH2:7][CH2:8][C:9]([CH3:13])([CH3:12])[C:10]=2[CH:11]=1.CS(Cl)(=O)=O.[CH3:31][N:32]1[C:38]([CH3:40])([CH3:39])[C:36](=[O:37])[NH:35][C:33]1=[O:34].[H-].[Na+], predict the reaction product. (3) Given the reactants [Br:1][C:2]1[CH:3]=[CH:4][C:5](/[N:22]=[CH:23]/[CH2:24][N+:25]([O-:27])=[O:26])=[C:6]([C:8](=O)[CH2:9][C:10]2[CH:15]=[CH:14][C:13]([C:16]([CH3:20])([CH3:19])[C:17]#[N:18])=[CH:12][CH:11]=2)[CH:7]=1.CC([O-])=O.[K+], predict the reaction product. The product is: [Br:1][C:2]1[CH:7]=[C:6]2[C:5](=[CH:4][CH:3]=1)[N:22]=[CH:23][C:24]([N+:25]([O-:27])=[O:26])=[C:8]2[CH2:9][C:10]1[CH:15]=[CH:14][C:13]([C:16]([CH3:20])([CH3:19])[C:17]#[N:18])=[CH:12][CH:11]=1. (4) Given the reactants [Br:1][C:2]1[CH:3]=[C:4]([CH3:9])[C:5]([OH:8])=[N:6][CH:7]=1.[O:10]1[CH2:15][CH2:14][CH:13](O)[CH2:12][CH2:11]1, predict the reaction product. The product is: [Br:1][C:2]1[CH:3]=[C:4]([CH3:9])[C:5]([O:8][CH:13]2[CH2:14][CH2:15][O:10][CH2:11][CH2:12]2)=[N:6][CH:7]=1. (5) Given the reactants C(O[C:6]([NH:8][C:9]([CH3:14])([CH3:13])[C:10]([OH:12])=O)=[O:7])(C)(C)C.[F:15][C:16]1[CH:21]=[CH:20][C:19]([C:22]2[N:23]=[C:24]([NH2:33])[S:25][C:26]=2[N:27]2[CH2:32][CH2:31][O:30][CH2:29][CH2:28]2)=[CH:18][CH:17]=1.CN(C(ON1N=N[C:44]2[CH:45]=[CH:46][CH:47]=N[C:43]1=2)=[N+](C)C)C.F[P-](F)(F)(F)(F)F.[CH3:58]N(C=O)C, predict the reaction product. The product is: [CH:43]1([CH2:58][C:6]([NH:8][C:9]([CH3:13])([CH3:14])[C:10]([NH:33][C:24]2[S:25][C:26]([N:27]3[CH2:32][CH2:31][O:30][CH2:29][CH2:28]3)=[C:22]([C:19]3[CH:20]=[CH:21][C:16]([F:15])=[CH:17][CH:18]=3)[N:23]=2)=[O:12])=[O:7])[CH2:47][CH2:46][CH2:45][CH2:44]1. (6) Given the reactants [C:1]1([CH:7]([C:26]2[CH:31]=[CH:30][CH:29]=[CH:28][CH:27]=2)[CH2:8][CH2:9][N:10]2[CH2:15][CH2:14][N:13]([C:16]3[CH:24]=[C:23]4[C:19]([CH2:20][NH:21][C:22]4=[O:25])=[CH:18][CH:17]=3)[CH2:12][CH2:11]2)[CH:6]=[CH:5][CH:4]=[CH:3][CH:2]=1.[F:32][C:33]([F:43])([F:42])[C:34]1[CH:35]=[C:36]([CH:39]=[CH:40][CH:41]=1)[CH2:37]Cl, predict the reaction product. The product is: [C:26]1([CH:7]([C:1]2[CH:2]=[CH:3][CH:4]=[CH:5][CH:6]=2)[CH2:8][CH2:9][N:10]2[CH2:11][CH2:12][N:13]([C:16]3[CH:24]=[C:23]4[C:19]([CH2:20][N:21]([CH2:37][C:36]5[CH:39]=[CH:40][CH:41]=[C:34]([C:33]([F:32])([F:42])[F:43])[CH:35]=5)[C:22]4=[O:25])=[CH:18][CH:17]=3)[CH2:14][CH2:15]2)[CH:31]=[CH:30][CH:29]=[CH:28][CH:27]=1. (7) Given the reactants [Cl:1][C:2]1[CH:3]=[C:4]([OH:9])[CH:5]=[CH:6][C:7]=1[Cl:8].F[C:11]1[CH:21]=[CH:20][C:14]([C:15]([O:17][CH2:18][CH3:19])=[O:16])=[CH:13][CH:12]=1.C([O-])([O-])=O.[Cs+].[Cs+], predict the reaction product. The product is: [Cl:1][C:2]1[CH:3]=[C:4]([CH:5]=[CH:6][C:7]=1[Cl:8])[O:9][C:11]1[CH:21]=[CH:20][C:14]([C:15]([O:17][CH2:18][CH3:19])=[O:16])=[CH:13][CH:12]=1. (8) Given the reactants [NH2:1][CH2:2][CH:3]([OH:31])[CH2:4][O:5][C:6]1[CH:11]=[CH:10][C:9]([NH:12][C:13]([C:15]2[CH:19]=[C:18]([C:20]3[CH:25]=[CH:24][C:23]([O:26][CH:27]([CH3:29])[CH3:28])=[C:22]([Cl:30])[CH:21]=3)[O:17][N:16]=2)=[O:14])=[CH:8][CH:7]=1.[OH:32][CH2:33][C:34](O)=[O:35].C1C=CC2N(O)N=NC=2C=1.C(Cl)CCl, predict the reaction product. The product is: [Cl:30][C:22]1[CH:21]=[C:20]([C:18]2[O:17][N:16]=[C:15]([C:13]([NH:12][C:9]3[CH:10]=[CH:11][C:6]([O:5][CH2:4][CH:3]([OH:31])[CH2:2][NH:1][C:33](=[O:32])[CH2:34][OH:35])=[CH:7][CH:8]=3)=[O:14])[CH:19]=2)[CH:25]=[CH:24][C:23]=1[O:26][CH:27]([CH3:28])[CH3:29]. (9) Given the reactants [CH3:1][CH:2]1[CH:6]([CH3:7])[O:5][C:4]2([CH:12]=[C:11]([CH3:13])[C:10](=[O:14])[C:9]([CH3:15])=[CH:8]2)[O:3]1.[H-].[Na+].[I-].[CH3:19][S+](C)(C)=O.O1CC[CH2:26][CH2:25]1, predict the reaction product. The product is: [C:25]([C:10]1([OH:14])[C:11]2([CH3:19])[CH:12]([CH2:13]2)[C:4]2([O:5][CH:6]([CH3:7])[CH:2]([CH3:1])[O:3]2)[CH:8]=[C:9]1[CH3:15])#[CH:26]. (10) Given the reactants [Br:1][C:2]1[C:3]([N:20]2[CH2:25][CH2:24][N:23](C(NC3C=CC=CC=3)=O)[CH2:22][CH2:21]2)=[C:4]2[N:10]=[C:9]([C:11]3[CH:16]=[CH:15][C:14]([N:17]([CH3:19])[CH3:18])=[CH:13][CH:12]=3)[NH:8][C:5]2=[N:6][CH:7]=1.BrC1C(N2CCN([S:52]([C:55]3[CH:60]=[CH:59][CH:58]=[CH:57][CH:56]=3)(=[O:54])=[O:53])CC2)=C([N+]([O-])=O)C(N)=NC=1.[O-]S(S([O-])=O)=O.[Na+].[Na+].CN(C1C=CC(C=O)=CC=1)C, predict the reaction product. The product is: [Br:1][C:2]1[C:3]([N:20]2[CH2:25][CH2:24][N:23]([S:52]([C:55]3[CH:60]=[CH:59][CH:58]=[CH:57][CH:56]=3)(=[O:54])=[O:53])[CH2:22][CH2:21]2)=[C:4]2[N:10]=[C:9]([C:11]3[CH:12]=[CH:13][C:14]([N:17]([CH3:18])[CH3:19])=[CH:15][CH:16]=3)[NH:8][C:5]2=[N:6][CH:7]=1.